From a dataset of Full USPTO retrosynthesis dataset with 1.9M reactions from patents (1976-2016). Predict the reactants needed to synthesize the given product. (1) The reactants are: [OH:1][CH:2]1[CH:6]([O:7][CH2:8][C:9]2[CH:14]=[CH:13][CH:12]=[C:11]([O:15][CH3:16])[CH:10]=2)[CH2:5][N:4]([C:17](=[O:24])[C@H:18]([CH2:20][CH:21]([CH3:23])[CH3:22])[NH2:19])[CH2:3]1.CN1CCOCC1.Cl.CN(C)CCCN=C=NCC.ON1C2C=CC=CC=2N=N1.[CH:54]1[C:63]2[C:58](=[CH:59][CH:60]=[CH:61][CH:62]=2)[CH:57]=[CH:56][C:55]=1[C:64](O)=[O:65]. Given the product [OH:1][CH:2]1[CH:6]([O:7][CH2:8][C:9]2[CH:14]=[CH:13][CH:12]=[C:11]([O:15][CH3:16])[CH:10]=2)[CH2:5][N:4]([C:17](=[O:24])[C@H:18]([CH2:20][CH:21]([CH3:22])[CH3:23])[NH:19][C:64]([C:55]2[CH:56]=[CH:57][C:58]3[C:63](=[CH:62][CH:61]=[CH:60][CH:59]=3)[CH:54]=2)=[O:65])[CH2:3]1, predict the reactants needed to synthesize it. (2) Given the product [OH:8][C:9]1[CH:10]=[C:11]2[C:16](=[CH:17][C:18]=1[O:19][CH3:20])[N:15]=[CH:14][C:13]([C:21]#[N:22])=[C:12]2[CH3:23], predict the reactants needed to synthesize it. The reactants are: C([O:8][C:9]1[CH:10]=[C:11]2[C:16](=[CH:17][C:18]=1[O:19][CH3:20])[N:15]=[CH:14][C:13]([C:21]#[N:22])=[C:12]2[CH3:23])C1C=CC=CC=1.C1(SC)C=CC=CC=1. (3) Given the product [NH2:1][C:2]1[N:7]=[CH:6][N:5]=[C:4]([NH:8][C@H:9]([C:11]2[N:16]([C:17]3[CH:22]=[CH:21][CH:20]=[CH:19][CH:18]=3)[C:15](=[O:23])[C:14]3=[C:24]([CH3:27])[CH:25]=[CH:26][N:13]3[N:12]=2)[CH3:10])[C:3]=1[C:34]1[CH:35]=[N:36][CH:37]=[C:32]([O:31][CH:30]([F:41])[F:29])[CH:33]=1, predict the reactants needed to synthesize it. The reactants are: [NH2:1][C:2]1[N:7]=[CH:6][N:5]=[C:4]([NH:8][C@H:9]([C:11]2[N:16]([C:17]3[CH:22]=[CH:21][CH:20]=[CH:19][CH:18]=3)[C:15](=[O:23])[C:14]3=[C:24]([CH3:27])[CH:25]=[CH:26][N:13]3[N:12]=2)[CH3:10])[C:3]=1Br.[F:29][CH:30]([F:41])[O:31][C:32]1[CH:33]=[C:34](B(O)O)[CH:35]=[N:36][CH:37]=1.C(=O)([O-])[O-].[Cs+].[Cs+]. (4) Given the product [F:1][C:2]1[CH:24]=[C:23]([F:25])[CH:22]=[CH:21][C:3]=1[CH2:4][N:5]1[C:9]2=[CH:10][N:11]=[C:12]([C:14]([N:73]([OH:74])[CH3:71])=[O:16])[CH:13]=[C:8]2[C:7]([CH2:17][O:18][CH2:19][CH3:20])=[CH:6]1, predict the reactants needed to synthesize it. The reactants are: [F:1][C:2]1[CH:24]=[C:23]([F:25])[CH:22]=[CH:21][C:3]=1[CH2:4][N:5]1[C:9]2=[CH:10][N:11]=[C:12]([C:14]([OH:16])=O)[CH:13]=[C:8]2[C:7]([CH2:17][O:18][CH2:19][CH3:20])=[CH:6]1.FC1C=C(F)C=CC=1CN1C2=CN=C(C(OCC)=O)C=C2C(COCC)=C1.C(OCC1C2C(=CN=C([C:71]([NH:73][OH:74])=O)C=2)N(CC2C=CC(F)=CC=2F)C=1)C1C=CC=CC=1.Cl.CNO. (5) Given the product [CH2:10]([C:5]1[CH:6]=[CH:7][CH:8]=[CH:9][N:4]=1)[CH2:12][CH2:13][CH2:14][CH2:15][CH2:16][CH3:17], predict the reactants needed to synthesize it. The reactants are: [OH-].[K+].[Na].[N:4]1[CH:9]=[CH:8][CH:7]=[CH:6][C:5]=1[CH3:10].Br[CH2:12][CH2:13][CH2:14][CH2:15][CH2:16][CH3:17]. (6) The reactants are: [NH2:1][C@@H:2]([CH2:6][CH2:7][CH2:8][NH:9][C:10]([NH:12][S:13]([C:16]1[C:17]([CH3:29])=[C:18]([CH3:28])[C:19]2[O:23][C:22]([CH3:25])([CH3:24])[CH2:21][C:20]=2[C:26]=1[CH3:27])(=[O:15])=[O:14])=[NH:11])[C:3]([OH:5])=[O:4].[C:30](OC(=O)C)(=[O:32])[CH3:31]. Given the product [C:30]([NH:1][C@@H:2]([CH2:6][CH2:7][CH2:8][NH:9][C:10]([NH:12][S:13]([C:16]1[C:17]([CH3:29])=[C:18]([CH3:28])[C:19]2[O:23][C:22]([CH3:25])([CH3:24])[CH2:21][C:20]=2[C:26]=1[CH3:27])(=[O:15])=[O:14])=[NH:11])[C:3]([OH:5])=[O:4])(=[O:32])[CH3:31], predict the reactants needed to synthesize it. (7) Given the product [F:14][C:15]1[CH:16]=[CH:17][C:18]([N:21]2[C:29]3[C:24](=[CH:25][C:26]([O:12][CH:3]([CH2:4][O:5][C:6]4[CH:7]=[CH:8][CH:9]=[CH:10][CH:11]=4)[CH:2]([NH2:1])[CH3:13])=[CH:27][CH:28]=3)[CH:23]=[N:22]2)=[CH:19][CH:20]=1, predict the reactants needed to synthesize it. The reactants are: [NH2:1][CH:2]([CH3:13])[CH:3]([OH:12])[CH2:4][O:5][C:6]1[CH:11]=[CH:10][CH:9]=[CH:8][CH:7]=1.[F:14][C:15]1[CH:20]=[CH:19][C:18]([N:21]2[C:29]3[C:24](=[CH:25][C:26](I)=[CH:27][CH:28]=3)[CH:23]=[N:22]2)=[CH:17][CH:16]=1. (8) The reactants are: [CH:1]1N=CN(C(N2C=NC=C2)=O)[CH:2]=1.[Cl:13][C:14]1[CH:44]=[CH:43][C:17]([CH2:18][N:19]([C:25]([C:27]2([CH3:42])[CH2:30][CH2:29][N:28]2[C:31](=[O:41])[CH2:32][C:33]2[CH:38]=[C:37]([CH3:39])[CH:36]=[C:35]([CH3:40])[CH:34]=2)=[O:26])[CH2:20][CH2:21]C(O)=O)=[CH:16][CH:15]=1.[Mg+2].[Cl-].[Cl-].[C:48]([OH:54])(=O)[CH2:49][C:50]([OH:52])=[O:51].C([K])C. Given the product [CH2:1]([O:52][C:50](=[O:51])[CH2:49][C:48](=[O:54])[CH2:21][CH2:20][N:19]([CH2:18][C:17]1[CH:16]=[CH:15][C:14]([Cl:13])=[CH:44][CH:43]=1)[C:25]([C:27]1([CH3:42])[CH2:30][CH2:29][N:28]1[C:31](=[O:41])[CH2:32][C:33]1[CH:38]=[C:37]([CH3:39])[CH:36]=[C:35]([CH3:40])[CH:34]=1)=[O:26])[CH3:2], predict the reactants needed to synthesize it.